This data is from Catalyst prediction with 721,799 reactions and 888 catalyst types from USPTO. The task is: Predict which catalyst facilitates the given reaction. (1) Reactant: [C:1]1([C:7]2[NH:11][N:10]=[C:9]([C:12]3[CH:21]=[CH:20][C:15]([C:16]([O:18]C)=[O:17])=[CH:14][CH:13]=3)[N:8]=2)[CH:6]=[CH:5][CH:4]=[CH:3][CH:2]=1.[OH-].[Na+].O1CCCC1.Cl. Product: [C:1]1([C:7]2[NH:11][N:10]=[C:9]([C:12]3[CH:13]=[CH:14][C:15]([C:16]([OH:18])=[O:17])=[CH:20][CH:21]=3)[N:8]=2)[CH:2]=[CH:3][CH:4]=[CH:5][CH:6]=1. The catalyst class is: 5. (2) Reactant: Cl[C:2]1[C:3]2[C:10]([CH2:11][CH3:12])=[CH:9][NH:8][C:4]=2[N:5]=[CH:6][N:7]=1.[NH:13]1[C:17]2=[CH:18][N:19]=[C:20]([NH2:22])[CH:21]=[C:16]2[CH:15]=[N:14]1.Cl. Product: [CH2:11]([C:10]1[C:3]2[C:2]([NH:22][C:20]3[CH:21]=[C:16]4[CH:15]=[N:14][NH:13][C:17]4=[CH:18][N:19]=3)=[N:7][CH:6]=[N:5][C:4]=2[NH:8][CH:9]=1)[CH3:12]. The catalyst class is: 8. (3) Reactant: [CH3:1][O:2][CH2:3][CH2:4][O:5][C:6]1[CH:14]=[CH:13][C:9]([C:10]([OH:12])=O)=[C:8]([N+:15]([O-:17])=[O:16])[CH:7]=1.Cl.[CH3:19][C:20]([O:23][C@H:24]([CH3:31])[C@@H:25]([C:27]([O:29][CH3:30])=[O:28])[NH2:26])([CH3:22])[CH3:21].C(N(CC)CC)C.CCCP1(OP(CCC)(=O)OP(CCC)(=O)O1)=O. Product: [CH3:22][C:20]([O:23][C@H:24]([CH3:31])[C@@H:25]([C:27]([O:29][CH3:30])=[O:28])[NH:26][C:10]([C:9]1[CH:13]=[CH:14][C:6]([O:5][CH2:4][CH2:3][O:2][CH3:1])=[CH:7][C:8]=1[N+:15]([O-:17])=[O:16])=[O:12])([CH3:19])[CH3:21]. The catalyst class is: 13. (4) Reactant: C([O:8][C:9]1[CH:14]=[CH:13][C:12]([CH2:15][CH2:16][CH2:17][CH2:18][N:19]2[CH:23]=[CH:22][N:21]=[N:20]2)=[CH:11][CH:10]=1)C1C=CC=CC=1.[H][H]. Product: [N:19]1([CH2:18][CH2:17][CH2:16][CH2:15][C:12]2[CH:11]=[CH:10][C:9]([OH:8])=[CH:14][CH:13]=2)[CH:23]=[CH:22][N:21]=[N:20]1. The catalyst class is: 19. (5) Reactant: B(Br)(Br)Br.[Cl:5][C:6]1[C:7]([CH3:24])=[N:8][S:9][C:10]=1[NH:11][C:12](=[O:23])[CH:13]([C:15]1[CH:20]=[CH:19][C:18]([O:21]C)=[CH:17][CH:16]=1)[CH3:14]. Product: [Cl:5][C:6]1[C:7]([CH3:24])=[N:8][S:9][C:10]=1[NH:11][C:12](=[O:23])[CH:13]([C:15]1[CH:20]=[CH:19][C:18]([OH:21])=[CH:17][CH:16]=1)[CH3:14]. The catalyst class is: 4. (6) Reactant: [NH2:1][C:2]([CH2:9][C:10]1[CH:15]=[CH:14][CH:13]=[CH:12][CH:11]=1)([CH2:5][CH2:6][CH2:7][CH3:8])[CH2:3][OH:4].[Na].Br[CH2:18][C:19]1[CH:20]=[C:21]([CH:34]=[C:35]([N:37]([CH3:42])[S:38]([CH3:41])(=[O:40])=[O:39])[CH:36]=1)[C:22]([NH:24][C@@H:25]([C:27]1[CH:32]=[CH:31][C:30]([F:33])=[CH:29][CH:28]=1)[CH3:26])=[O:23]. Product: [NH2:1][C:2]([CH2:9][C:10]1[CH:11]=[CH:12][CH:13]=[CH:14][CH:15]=1)([CH2:5][CH2:6][CH2:7][CH3:8])[CH2:3][O:4][CH2:18][C:19]1[CH:20]=[C:21]([CH:34]=[C:35]([N:37]([CH3:42])[S:38]([CH3:41])(=[O:40])=[O:39])[CH:36]=1)[C:22]([NH:24][C@@H:25]([C:27]1[CH:28]=[CH:29][C:30]([F:33])=[CH:31][CH:32]=1)[CH3:26])=[O:23]. The catalyst class is: 198.